This data is from Human Reference Interactome with 51,813 positive PPI pairs across 8,248 proteins, plus equal number of experimentally-validated negative pairs. The task is: Binary Classification. Given two protein amino acid sequences, predict whether they physically interact or not. (1) Protein 1 (ENSG00000166831) has sequence MSNLKPDGEHGGSTGTGSGAGSGGALEEEVRTLFVSGLPVDIKPRELYLLFRPFKGYEGSLIKLTARQPVGFVIFDSRAGAEAAKNALNGIRFDPENPQTLRLEFAKANTKMAKSKLMATPNPSNVHPALGAHFIARDPYDLMGAALIPASPEAWAPYPLYTTELTPAISHAAFTYPTATAAAAALHAQVRWYPSSDTTQQGWKYRQFC*MAKSKLMATPNPSNVHPALGAHFIARDPYDLMGAALIPASPEAWAPYPLYTTELTPAISHAAFTYPTATAAAAALHAQVRWYPSSDTTQQ.... Protein 2 (ENSG00000123388) has sequence MFNSVNLGNFCSPSRKERGADFGERGSCASNLYLPSCTYYMPEFSTVSSFLPQAPSRQISYPYSAQVPPVREVSYGLEPSGKWHHRNSYSSCYAAADELMHRECLPPSTVTEILMKNEGSYGGHHHPSAPHATPAGFYSSVNKNSVLPQAFDRFFDNAYCGGGDPPAEPPCSGKGEAKGEPEAPPASGLASRAEAGAEAEAEEENTNPSSSGSAHSVAKEPAKGAAPSRRPPHPQEALPLFEIPDPGTGARVFLQRVYQQREAAAAVPDAEPDGPTSENLVSEQKDERKETEQRPAAVFL.... Result: 0 (the proteins do not interact). (2) Protein 1 (ENSG00000185008) has sequence MSLLMFTQLLLCGFLYVRVDGSRLRQEDFPPRIVEHPSDVIVSKGEPTTLNCKAEGRPTPTIEWYKDGERVETDKDDPRSHRMLLPSGSLFFLRIVHGRRSKPDEGSYVCVARNYLGEAVSRNASLEVALLRDDFRQNPTDVVVAAGEPAILECQPPRGHPEPTIYWKKDKVRIDDKEERISIRGGKLMISNTRKSDAGMYTCVGTNMVGERDSDPAELTVFERPTFLRRPINQVVLEEEAVEFRCQVQGDPQPTVRWKKDDADLPRGRYDIKDDYTLRIKKTMSTDEGTYMCIAENRVG.... Protein 2 (ENSG00000101464) has sequence MAAPLVLVLVVAVTVRAALFRSSLAEFISERVEVVSPLSSWKRVVEGLSLLDLGVSPYSGAVFHETPLIIYLFHFLIDYAELVFMITDALTAIALYFAIQDFNKVVFKKQKLLLELDQYAPDVAELIRTPMEMRYIPLKVALFYLLNPYTILSCVAKSTCAINNTLIAFFILTTIKGSAFLSAIFLALATYQSLYPLTLFVPGLLYLLQRQYIPVKMKSKAFWIFSWEYAMMYVGSLVVIICLSFFLLSSWDFIPAVYGFILSVPDLTPNIGLFWYFFAEMFEHFSLFFVCVFQINVFFY.... Result: 0 (the proteins do not interact). (3) Protein 1 (ENSG00000135338) has sequence MGERAGSPGTDQERKAGKHHYSYLSDFETPQSSGRSSLVSSSPASVRRKNPKRQTSDGQVHHQAPRKPSPKGLPNRKGVRVGFRSQSLNREPLRKDTDLVTKRILSARLLKINELQNEVSELQVKLAELLKENKSLKRLQYRQEKALNKFEDAENEISQLIFRHNNEITALKERLRKSQEKERATEKRVKDTESELFRTKFSLQKLKEISEARHLPERDDLAKKLVSAELKLDDTERRIKELSKNLELSTNSFQRQLLAERKRAYEAHDENKVLQKEVQRLYHKLKEKERELDIKNIYSN.... Protein 2 (ENSG00000176994) has sequence MISAPDVVAFTKEEEYEEEPYNEPALPEEYSVPLFPFASQGANPWSKLSGAKFSRDFILISEFSEQVGPQPLLTIPNDTKVFGTFDLNYFSLRIMSVDYQASFVGHPPGSAYPKLNFVEDSKVVLGDSKEGAFAYVHHLTLYDLEARGFVRPFCMAYISADQHKIMQQFQELSAEFSRASECLKTGNRKAFAGELEKKLKDLDYTRTVLHTETEIQKKANDKGFYSSQAIEKANELASVEKSIIEHQDLLKQIRSYPHRKLKGHDLCPGEMEHIQDQASQASTTSNPDESADTDLYTCRP.... Result: 0 (the proteins do not interact). (4) Protein 2 (ENSG00000070985) has sequence MQDVQGPRPGSPGDAEDRRELGLHRGEVNFGGSGKKRGKFVRVPSGVAPSVLFDLLLAEWHLPAPNLVVSLVGEEQPFAMKSWLRDVLRKGLVKAAQSTGAWILTSALRVGLARHVGQAVRDHSLASTSTKVRVVAVGMASLGRVLHRRILEEAQEDFPVHYPEDDGGSQGPLCSLDSNLSHFILVEPGPPGKGDGLTELRLRLEKHISEQRAGYGGTGSIEIPVLCLLVNGDPNTLERISRAVEQAAPWLILVGSGGIADVLAALVNQPHLLVPKVAEKQFKEKFPSKHFSWEDIVRWT.... Protein 1 (ENSG00000116754) has sequence MSNTTVVPSTAGPGPSGGPGGGGGGGGGGGGTEVIQVTNVSPSASSEQMRTLFGFLGKIDELRLFPPDDSPLPVSSRVCFVKFHDPDSAVVAQHLTNTVFVDRALIVVPYAEGVIPDEAKALSLLAPANAVAGLLPGGGLLPTPNPLTQIGAVPLAALGAPTLDPALAALGLPGANLNSQSLAADQLLKLMSTVDPKLNHVAAGLVSPSLKSDTSSKEIEEAMKRVREAQSLISAAIEPDKKEEKRRHSRSRSRSRRRRTPSSSRHRRSRSRSRRRSHSKSRSRRRSKSPRRRRSHSRER.... Result: 0 (the proteins do not interact). (5) Protein 1 (ENSG00000023572) has sequence MNPRDKQVSRFSPLKDVYTWVALAGIQRSGSPGRTRSAARRMESNTSSSLENLATAPVNQIQETISDNCVVIFSKTSCSYCTMAKKLFHDMNVNYKVVELDLLEYGNQFQDALYKMTGERTVPRIFVNGTFIGGATDTHRLHKEGKLLPLVHQCYLKKSKRKEFQ*MIWRRAALAGTRLVWSRSGSAGWLDRAAGAAGAAAAAASGMESNTSSSLENLATAPVNQIQETISDNCVVIFSKTSCSYCTMAKKLFHDMNVNYKVVELDLLEYGNQFQDALYKMTGERTVPRIFVNGTFIGGA.... Protein 2 (ENSG00000168878) has sequence MAESHLLQWLLLLLPTLCGPGTAAWTTSSLACAQGPEFWCQSLEQALQCRALGHCLQEVWGHVGADDLCQECEDIVHILNKMAKEAIFQDTMRKFLEQECNVLPLKLLMPQCNQVLDDYFPLVIDYFQNQTDSNGICMHLGLCKSRQPEPEQEPGMSDPLPKPLRDPLPDPLLDKLVLPVLPGALQARPGPHTQDLSEQQFPIPLPYCWLCRALIKRIQAMIPKGALAVAVAQVCRVVPLVAGGICQCLAERYSVILLDTLLGRMLPQLVCRLVLRCSMDDSAGPRSPTGEWLPRDSECH.... Result: 0 (the proteins do not interact).